From a dataset of Forward reaction prediction with 1.9M reactions from USPTO patents (1976-2016). Predict the product of the given reaction. Given the reactants [N+:1]([C:4]1[CH:9]=[CH:8][C:7]([CH:10]([C:12]2[N:13]=[C:14]([CH2:17][CH2:18][CH3:19])[NH:15][CH:16]=2)[OH:11])=[CH:6][CH:5]=1)([O-])=O, predict the reaction product. The product is: [NH2:1][C:4]1[CH:5]=[CH:6][C:7]([CH:10]([C:12]2[N:13]=[C:14]([CH2:17][CH2:18][CH3:19])[NH:15][CH:16]=2)[OH:11])=[CH:8][CH:9]=1.